Dataset: NCI-60 drug combinations with 297,098 pairs across 59 cell lines. Task: Regression. Given two drug SMILES strings and cell line genomic features, predict the synergy score measuring deviation from expected non-interaction effect. (1) Drug 1: C1CCC(C1)C(CC#N)N2C=C(C=N2)C3=C4C=CNC4=NC=N3. Drug 2: N.N.Cl[Pt+2]Cl. Cell line: HOP-62. Synergy scores: CSS=-3.71, Synergy_ZIP=2.93, Synergy_Bliss=-2.17, Synergy_Loewe=-8.25, Synergy_HSA=-7.75. (2) Drug 1: C1CCC(C1)C(CC#N)N2C=C(C=N2)C3=C4C=CNC4=NC=N3. Drug 2: CCC(=C(C1=CC=CC=C1)C2=CC=C(C=C2)OCCN(C)C)C3=CC=CC=C3.C(C(=O)O)C(CC(=O)O)(C(=O)O)O. Cell line: OVCAR3. Synergy scores: CSS=-5.42, Synergy_ZIP=2.62, Synergy_Bliss=-0.485, Synergy_Loewe=-6.12, Synergy_HSA=-5.17. (3) Cell line: A498. Drug 2: C1C(C(OC1N2C=NC(=NC2=O)N)CO)O. Drug 1: C1=C(C(=O)NC(=O)N1)N(CCCl)CCCl. Synergy scores: CSS=19.6, Synergy_ZIP=-5.57, Synergy_Bliss=2.23, Synergy_Loewe=1.73, Synergy_HSA=2.01. (4) Drug 1: CC1C(C(CC(O1)OC2CC(OC(C2O)C)OC3=CC4=CC5=C(C(=O)C(C(C5)C(C(=O)C(C(C)O)O)OC)OC6CC(C(C(O6)C)O)OC7CC(C(C(O7)C)O)OC8CC(C(C(O8)C)O)(C)O)C(=C4C(=C3C)O)O)O)O. Drug 2: CC1=C(N=C(N=C1N)C(CC(=O)N)NCC(C(=O)N)N)C(=O)NC(C(C2=CN=CN2)OC3C(C(C(C(O3)CO)O)O)OC4C(C(C(C(O4)CO)O)OC(=O)N)O)C(=O)NC(C)C(C(C)C(=O)NC(C(C)O)C(=O)NCCC5=NC(=CS5)C6=NC(=CS6)C(=O)NCCC[S+](C)C)O. Cell line: MOLT-4. Synergy scores: CSS=36.3, Synergy_ZIP=-3.94, Synergy_Bliss=2.48, Synergy_Loewe=-7.32, Synergy_HSA=0.724. (5) Drug 1: C1CN1C2=NC(=NC(=N2)N3CC3)N4CC4. Drug 2: CC(CN1CC(=O)NC(=O)C1)N2CC(=O)NC(=O)C2. Cell line: HOP-62. Synergy scores: CSS=60.7, Synergy_ZIP=0.0438, Synergy_Bliss=1.18, Synergy_Loewe=-0.107, Synergy_HSA=4.17. (6) Drug 1: C1=CC(=CC=C1CC(C(=O)O)N)N(CCCl)CCCl.Cl. Drug 2: CC1=C(N=C(N=C1N)C(CC(=O)N)NCC(C(=O)N)N)C(=O)NC(C(C2=CN=CN2)OC3C(C(C(C(O3)CO)O)O)OC4C(C(C(C(O4)CO)O)OC(=O)N)O)C(=O)NC(C)C(C(C)C(=O)NC(C(C)O)C(=O)NCCC5=NC(=CS5)C6=NC(=CS6)C(=O)NCCC[S+](C)C)O. Cell line: CCRF-CEM. Synergy scores: CSS=32.9, Synergy_ZIP=1.24, Synergy_Bliss=4.23, Synergy_Loewe=2.35, Synergy_HSA=3.38. (7) Drug 1: CNC(=O)C1=NC=CC(=C1)OC2=CC=C(C=C2)NC(=O)NC3=CC(=C(C=C3)Cl)C(F)(F)F. Drug 2: C(CC(=O)O)C(=O)CN.Cl. Cell line: SW-620. Synergy scores: CSS=-21.7, Synergy_ZIP=9.36, Synergy_Bliss=-4.25, Synergy_Loewe=-26.5, Synergy_HSA=-26.4.